Dataset: Catalyst prediction with 721,799 reactions and 888 catalyst types from USPTO. Task: Predict which catalyst facilitates the given reaction. Reactant: [N+:1]1([O-])[CH:2]=[CH:3][CH:4]=[C:5]2[C:13]3[C:8](=[CH:9][CH:10]=[CH:11][CH:12]=3)[NH:7][C:6]=12.P(Br)(Br)([Br:17])=O.O.[OH-].[K+]. Product: [Br:17][C:4]1[C:5]2[C:13]3[C:8](=[CH:9][CH:10]=[CH:11][CH:12]=3)[NH:7][C:6]=2[N:1]=[CH:2][CH:3]=1. The catalyst class is: 3.